This data is from Reaction yield outcomes from USPTO patents with 853,638 reactions. The task is: Predict the reaction yield, written as a fraction of the theoretical maximum amount of product (1.0 means a 100% yield; for example, 0.34 means a 34% yield). The reactants are CC1(C)C2C(=C(P(C3C=CC=CC=3)C3C=CC=CC=3)C=CC=2)OC2C(P(C3C=CC=CC=3)C3C=CC=CC=3)=CC=CC1=2.[Cl:43][C:44]1[CH:53]=[C:52]2[C:47]([CH:48]=[C:49]([NH2:54])[N:50]=[CH:51]2)=[CH:46][CH:45]=1.Cl[C:56]1[CH:61]=[C:60]([CH2:62][N:63]2[CH2:67][CH2:66][CH2:65][CH2:64]2)[CH:59]=[CH:58][N:57]=1.C([O-])([O-])=O.[Cs+].[Cs+]. The catalyst is C1(C)C=CC=CC=1.C1C=CC(/C=C/C(/C=C/C2C=CC=CC=2)=O)=CC=1.C1C=CC(/C=C/C(/C=C/C2C=CC=CC=2)=O)=CC=1.C1C=CC(/C=C/C(/C=C/C2C=CC=CC=2)=O)=CC=1.[Pd].[Pd].C1COCC1. The product is [Cl:43][C:44]1[CH:53]=[C:52]2[C:47]([CH:48]=[C:49]([NH:54][C:58]3[CH:59]=[C:60]([CH2:62][N:63]4[CH2:64][CH2:65][CH2:66][CH2:67]4)[CH:61]=[CH:56][N:57]=3)[N:50]=[CH:51]2)=[CH:46][CH:45]=1. The yield is 0.320.